Binary Classification. Given a miRNA mature sequence and a target amino acid sequence, predict their likelihood of interaction. From a dataset of Experimentally validated miRNA-target interactions with 360,000+ pairs, plus equal number of negative samples. (1) The miRNA is mmu-miR-706 with sequence AGAGAAACCCUGUCUCAAAAAA. The protein sequence of the target gene is MAETVSPLKHFVLAKKAITAIFGQLLEFVTEGSHFVEATYRNPELDRIASEDDLVEIQGYRNKLAVIGEVLSRRHMKVAFFGRTSSGKSSVINAMLWDKVLPSGIGHTTNCFLSVEGTDGDKAYLMTEGSDEKKSVKTVNQLAHALHMDKDLKAGCLVHVFWPKAKCALLRDDLVLVDSPGTDVTTELDIWIDKFCLDADVFVLVANSESTLMNTEKHFFHKVNERLSKPNIFILNNRWDASASEPEYMEDVRRQHMERCLHFLVEELKVVSPSEARNRIFFVSAKEVLNSRKHKAQGMP.... Result: 1 (interaction). (2) The miRNA is hsa-miR-193b-3p with sequence AACUGGCCCUCAAAGUCCCGCU. The protein sequence of the target gene is MTSYSYRQSSATSSFGGLGGGSVRFGPGVAFRAPSIHGGSGGRGVSVSSARFVSSSSSGAYGGGYGGVLTASDGLLAGNEKLTMQNLNDRLASYLDKVRALEAANGELEVKIRDWYQKQGPGPSRDYSHYYTTIQDLRDKILGATIENSRIVLQIDNARLAADDFRTKFETEQALRMSVEADINGLRRVLDELTLARTDLEMQIEGLKEELAYLKKNHEEEISTLRGQVGGQVSVEVDSAPGTDLAKILSDMRSQYEVMAEQNRKDAEAWFTSRTEELNREVAGHTEQLQMSRSEVTDLR.... Result: 1 (interaction). (3) The miRNA is hsa-miR-4760-3p with sequence AAAUUCAUGUUCAAUCUAAACC. The protein sequence of the target gene is MSHLSQQRIYSGENPFACKVCGKVFSHKSNLTEHEHFHTREKPFECNECGKAFSQKQYVIKHQNTHTGEKLFECNECGKSFSQKENLLTHQKIHTGEKPFECKDCGKAFIQKSNLIRHQRTHTGEKPFVCKECGKTFSGKSNLTEHEKIHIGEKPFKCSECGTAFGQKKYLIKHQNIHTGEKPYECNECGKAFSQRTSLIVHVRIHSGDKPYECNVCGKAFSQSSSLTVHVRSHTGEKPYGCNECGKAFSQFSTLALHLRIHTGKKPYQCSECGKAFSQKSHHIRHQKIHTH. Result: 1 (interaction). (4) Result: 1 (interaction). The miRNA is hsa-miR-765 with sequence UGGAGGAGAAGGAAGGUGAUG. The protein sequence of the target gene is MEMPLPPDDQELRNVIDKLAQFVARNGPEFEKMTMEKQKDNPKFSFLFGGEFYSYYKCKLALEQQQLICKQQTPELEPAATMPPLPQPPLAPAAPIPPAQGAPSMDELIQQSQWNLQQQEQHLLALRQEQVTAAVAHAVEQQMQKLLEETQLDMNEFDNLLQPIIDTCTKDAISAGKNWMFSNAKSPPHCELMAGHLRNRITADGAHFELRLHLIYLINDVLHHCQRKQARELLAALQKVVVPIYCTSFLAVEEDKQQKIARLLQLWEKNGYFDDSIIQQLQSPALGLGQYQATLINEYS.... (5) The miRNA is hsa-miR-766-5p with sequence AGGAGGAAUUGGUGCUGGUCUU. The protein sequence of the target gene is MPPRRSIVEVKVLDVQKRRVPNKHYVYIIRVTWSSGATEAIYRRYSKFFDLQMQMLDKFPMEGGQKDPKQRIIPFLPGKILFRRSHIRDVAVKRLIPIDEYCKALIQLPPYISQCDEVLQFFETRPEDLNPPKEEHIGKKKSGNDPTSVDPMVLEQYVVVADYQKQESSEISLSVGQVVDIIEKNESGWWFVSTAEEQGWVPATCLEGQDGVQDEFSLQPEEEEKYTVIYPYTARDQDEMNLERGAVVEVVQKNLEGWWKIRYQGKEGWAPASYLKKNSGEPLPPKLGPSSPAHSGALDL.... Result: 0 (no interaction). (6) The miRNA is hsa-miR-301a-5p with sequence GCUCUGACUUUAUUGCACUACU. The protein sequence of the target gene is MSPPGSAAGESAAGGGGGGGGPGVSEELTAAAAAAAADEGPAREEQRPIQPSFTKSLCRESHWKCLLLSLLMYGCLGAVAWCHVTTVTRLTFSSAYQGNSLMYHDSPCSNGYVYIPLAFLLMLYAVYLVECWHCQARHELQHRVDVSSVRERVGRMQQATPCIWWKAISYHYVRRTRQVTRYRNGDAYTTTQVYHERVNTHVAEAEFDYARCGVRDVSKTLVGLEGAPATRLRFTKCFSFASVEAENAYLCQRARFFAENEGLDDYMEAREGMHLKNVDFREFMVAFPDPARPPWYACSS.... Result: 1 (interaction). (7) The miRNA is hsa-miR-193b-3p with sequence AACUGGCCCUCAAAGUCCCGCU. The protein sequence of the target gene is MRSARSTALNRGEQRAVRYYSHMKLNMAEEEDYMSDSFINVQEDIRPGLPMLRQIREARRKEEKQQEANLKNRQKSLKEEEQERRDIGLKNALGCENKGFALLQKMGYKSGQALGKSGGGIVEPIPLNIKTGKSGIGHEASLKRKAEEKLESYRKKIHMKNQAEEKAAEQFRMRLKNKQDEMKLEGDLRRSQRACQQLDVQKNIQVPREAWYWLRLEEETEEDEEEKEQDEDEYKSEDLSVLEKLQILTSYLREEHLYCIWCGTAYEDKEDLSSNCPGPTSADHD. Result: 1 (interaction). (8) The miRNA is mmu-miR-669d-5p with sequence ACUUGUGUGUGCAUGUAUAUGU. The protein sequence of the target gene is MEEEVQQHSHCMNCVSRRCMTRPEPGVSCDLIGCPLVCGAVFHSCKADEHRLLCPFERVACLNRNFGCPFTLARNKVAEHLEMCPASVVCCTMEWNRWPVSYSDRKSYESLSRDVDEVAQLDMALALQDQRMLLESLKVATMMSKATDKISEPREQISVKSSVQEIPRTNGLVSVDEESYGALYQATVETTRSLAAALDILNSATRDIGMLNTSLHATANEMDEENNKESFQDKNLKDQDHLDEGEIGAVGGVDYSGTSQNAQAEQNGSSDLLCDLNPSSNGTSALCNGFPLEKMCIQVK.... Result: 1 (interaction). (9) The miRNA is hsa-miR-450a-1-3p with sequence AUUGGGAACAUUUUGCAUGUAU. Result: 1 (interaction). The protein sequence of the target gene is MASATRLIQRLRNWASGHDLQGKLQLRYQEISKRTQPPPKLPVGPSHKLSNNYYCTRDGRRESVPPSIIMSSQKALVSGKPAESSAVAATEKKAVTPAPPIKRWELSSDQPYL. (10) The miRNA is hsa-miR-6506-5p with sequence ACUGGGAUGUCACUGAAUAUGGU. The protein sequence of the target gene is MGNGLSDQTSILSSLPSFQSFHIVILGLDCAGKTTVLYRLQFNEFVNTVPTKGFNTEKIKVTLGNSKTVTFHFWDVGGQEKLRPLWKSYTRCTDGIVFVVDSVDVERMEEAKTELHKITRISENQGVPVLIVANKQDLRNSLSLSEIEKLLAMGELSSSTPWHLQPTCAIIGDGLKEGLEKLHDMIIKRRKMLRQQKKKR. Result: 0 (no interaction).